This data is from Catalyst prediction with 721,799 reactions and 888 catalyst types from USPTO. The task is: Predict which catalyst facilitates the given reaction. (1) Reactant: C[O:2][C:3](=[O:31])[CH2:4][O:5][C:6]1[CH:15]=[CH:14][C:13]([F:16])=[C:12]2[C:7]=1[C:8]([CH2:29][CH3:30])=[C:9]([CH2:18][C:19]1[CH:24]=[CH:23][C:22]([S:25]([CH3:28])(=[O:27])=[O:26])=[CH:21][CH:20]=1)[C:10]([CH3:17])=[N:11]2.[OH-].[Li+].C(O)(=O)C. Product: [CH2:29]([C:8]1[C:7]2[C:12](=[C:13]([F:16])[CH:14]=[CH:15][C:6]=2[O:5][CH2:4][C:3]([OH:31])=[O:2])[N:11]=[C:10]([CH3:17])[C:9]=1[CH2:18][C:19]1[CH:20]=[CH:21][C:22]([S:25]([CH3:28])(=[O:26])=[O:27])=[CH:23][CH:24]=1)[CH3:30]. The catalyst class is: 24. (2) Product: [C:6]([C:5]1[CH:4]=[C:27]([CH:10]=[C:9]([F:11])[CH:8]=1)[CH2:26][NH:25][CH:24]([CH2:28][CH:29]([CH3:31])[CH3:30])[C:23]([O:22][C:18]([CH3:20])([CH3:19])[CH3:21])=[O:32])#[N:7]. The catalyst class is: 18. Reactant: BrCC1[CH:4]=[C:5]([CH:8]=[C:9]([F:11])[CH:10]=1)[C:6]#[N:7].C(=O)(O)[O-].[Na+].Cl.[C:18]([O:22][C:23](=[O:32])[C@@H:24]([CH2:28][CH:29]([CH3:31])[CH3:30])[NH:25][CH2:26][CH3:27])([CH3:21])([CH3:20])[CH3:19]. (3) Reactant: [F:1][C:2]1[CH:7]=[CH:6][C:5]([CH2:8][NH:9][CH:10]2[CH2:15][CH2:14][N:13]([C:16]([O:18][C:19]([CH3:22])([CH3:21])[CH3:20])=[O:17])[CH2:12][CH2:11]2)=[C:4]([C:23]([F:26])([F:25])[F:24])[CH:3]=1.C(=O)([O-])[O-].[K+].[K+].[I-].[Na+].Br[CH2:36][CH2:37][CH2:38][C:39]#[N:40]. Product: [F:1][C:2]1[CH:7]=[CH:6][C:5]([CH2:8][N:9]([CH2:36][CH2:37][CH2:38][C:39]#[N:40])[CH:10]2[CH2:11][CH2:12][N:13]([C:16]([O:18][C:19]([CH3:22])([CH3:21])[CH3:20])=[O:17])[CH2:14][CH2:15]2)=[C:4]([C:23]([F:26])([F:24])[F:25])[CH:3]=1. The catalyst class is: 10. (4) Reactant: [Cl:1][C:2]1[CH:7]=[CH:6][CH:5]=[CH:4][C:3]=1[NH:8][C:9]1[N:19]=[C:18]([NH:20][C:21]2[CH:26]=[CH:25][C:24]([N:27]3[CH2:32][CH2:31][N:30](C(OC(C)(C)C)=O)[CH2:29][CH2:28]3)=[CH:23][C:22]=2[O:40][CH3:41])[C:12]2[C:13](=[O:17])[NH:14][N:15]=[CH:16][C:11]=2[CH:10]=1.FC(F)(F)C(O)=O. The catalyst class is: 4. Product: [Cl:1][C:2]1[CH:7]=[CH:6][CH:5]=[CH:4][C:3]=1[NH:8][C:9]1[N:19]=[C:18]([NH:20][C:21]2[CH:26]=[CH:25][C:24]([N:27]3[CH2:32][CH2:31][NH:30][CH2:29][CH2:28]3)=[CH:23][C:22]=2[O:40][CH3:41])[C:12]2[C:13](=[O:17])[NH:14][N:15]=[CH:16][C:11]=2[CH:10]=1. (5) Reactant: C(O)(C(F)(F)F)=O.[C:8]([C:10]1([C:23]2[CH:28]=[CH:27][CH:26]=[C:25]([C:29]3[CH:30]=[N:31][N:32]([CH3:34])[CH:33]=3)[CH:24]=2)[CH2:15][CH2:14][N:13](C(OC(C)(C)C)=O)[CH2:12][CH2:11]1)#[N:9]. Product: [CH3:34][N:32]1[CH:33]=[C:29]([C:25]2[CH:24]=[C:23]([C:10]3([C:8]#[N:9])[CH2:15][CH2:14][NH:13][CH2:12][CH2:11]3)[CH:28]=[CH:27][CH:26]=2)[CH:30]=[N:31]1. The catalyst class is: 2. (6) Reactant: [OH-].[Na+].C([O:5][C:6]([C:8]1[NH:9][C:10]([CH2:13][C:14]2[CH:19]=[CH:18][CH:17]=[CH:16][CH:15]=2)=[CH:11][CH:12]=1)=[O:7])C. Product: [CH2:13]([C:10]1[NH:9][C:8]([C:6]([OH:7])=[O:5])=[CH:12][CH:11]=1)[C:14]1[CH:15]=[CH:16][CH:17]=[CH:18][CH:19]=1. The catalyst class is: 5. (7) Product: [CH3:22][N:12]1[C:13]2[C:18](=[CH:17][C:16]([CH2:29][CH2:28][CH:27]([CH3:31])[CH3:26])=[CH:15][C:14]=2[C:20]#[N:21])[C@@H:10]2[CH2:9][NH:8][CH2:24][CH2:23][C@H:11]12. The catalyst class is: 73. Reactant: C(OC([N:8]1[CH2:24][CH2:23][C@@H:11]2[N:12]([CH3:22])[C:13]3[C:14]([C:20]#[N:21])=[CH:15][C:16](Br)=[CH:17][C:18]=3[C@@H:10]2[CH2:9]1)=O)(C)(C)C.[Br-].[CH3:26][CH:27]([CH3:31])[CH2:28][CH2:29][Zn+].